Dataset: Full USPTO retrosynthesis dataset with 1.9M reactions from patents (1976-2016). Task: Predict the reactants needed to synthesize the given product. (1) Given the product [CH:21]1([C:10]2[C:11]3[C:16](=[CH:15][C:14]([C:17]([O:19][CH3:20])=[O:18])=[CH:13][CH:12]=3)[N:8]([CH2:7][C:6]([OH:40])=[O:5])[C:9]=2[C:27]2[CH:32]=[CH:31][CH:30]=[CH:29][C:28]=2[CH2:33][NH:34][CH2:35][CH2:36][N:37]([CH3:38])[CH3:39])[CH2:26][CH2:25][CH2:24][CH2:23][CH2:22]1, predict the reactants needed to synthesize it. The reactants are: C([O:5][C:6](=[O:40])[CH2:7][N:8]1[C:16]2[C:11](=[CH:12][CH:13]=[C:14]([C:17]([O:19][CH3:20])=[O:18])[CH:15]=2)[C:10]([CH:21]2[CH2:26][CH2:25][CH2:24][CH2:23][CH2:22]2)=[C:9]1[C:27]1[CH:32]=[CH:31][CH:30]=[CH:29][C:28]=1[CH2:33][NH:34][CH2:35][CH2:36][N:37]([CH3:39])[CH3:38])(C)(C)C.C(O)(C(F)(F)F)=O. (2) The reactants are: [C:1]([NH2:7])(=[NH:6])[CH2:2][CH2:3][CH2:4][CH3:5].[C:8]([CH:11]([CH2:17][C:18]([O:20][CH2:21][CH3:22])=[O:19])[C:12](OCC)=[O:13])(=O)[CH3:9].[OH-].[K+].O. Given the product [CH2:2]([C:1]1[N:7]=[C:12]([OH:13])[C:11]([CH2:17][C:18]([O:20][CH2:21][CH3:22])=[O:19])=[C:8]([CH3:9])[N:6]=1)[CH2:3][CH2:4][CH3:5], predict the reactants needed to synthesize it. (3) Given the product [NH2:1][C:2]1[N:3]=[N:4][C:5]([N:12]2[CH2:11][CH2:10][N:9]([C:15]([C:17]3[CH:22]=[CH:21][CH:20]=[CH:19][C:18]=3[C:23]([F:25])([F:24])[F:26])=[O:16])[CH2:14][CH2:13]2)=[CH:6][CH:7]=1, predict the reactants needed to synthesize it. The reactants are: [NH2:1][C:2]1[N:3]=[N:4][C:5](Cl)=[CH:6][CH:7]=1.[N:9]1([C:15]([C:17]2[CH:22]=[CH:21][CH:20]=[CH:19][C:18]=2[C:23]([F:26])([F:25])[F:24])=[O:16])[CH2:14][CH2:13][NH:12][CH2:11][CH2:10]1.[OH-].[Na+].ClCCl. (4) Given the product [F:34][C@@H:10]1[CH2:9][C@H:8]2[C@H:7]3[C@H:16]([CH2:15][CH2:14][C@:12]2([CH3:13])[C:11]1=[O:21])[C@:17]1([CH3:20])[C@H:4]([CH2:3][C@H:2]([OH:1])[CH2:19][CH2:18]1)[CH2:5][CH2:6]3, predict the reactants needed to synthesize it. The reactants are: [OH:1][C@@H:2]1[CH2:19][CH2:18][C@@:17]2([CH3:20])[C@@H:4]([CH2:5][CH2:6][C@@H:7]3[C@@H:16]2[CH2:15][CH2:14][C@@:12]2([CH3:13])[C@H:8]3[CH2:9][CH2:10][C:11]2=[O:21])[CH2:3]1.C(N(CC)CC)C.O([Si](C)(C)C)S(C(F)(F)[F:34])(=O)=O.CCCCCC.